This data is from Forward reaction prediction with 1.9M reactions from USPTO patents (1976-2016). The task is: Predict the product of the given reaction. (1) Given the reactants [CH3:1][C@H:2]1[CH2:7][N:6]([C:8]([O:10][CH2:11][C:12]2[CH:17]=[CH:16][CH:15]=[CH:14][CH:13]=2)=[O:9])[CH2:5][C@@H:4]([C:18]([O:20]C)=[O:19])[CH2:3]1.C[Si](C)(C)[O-].[K+], predict the reaction product. The product is: [CH2:11]([O:10][C:8]([N:6]1[CH2:7][C@H:2]([CH3:1])[CH2:3][C@H:4]([C:18]([OH:20])=[O:19])[CH2:5]1)=[O:9])[C:12]1[CH:13]=[CH:14][CH:15]=[CH:16][CH:17]=1. (2) Given the reactants [Br:1][C:2]1[C:7]2[C:8](=[O:24])[N:9]3[CH2:16][CH2:15][N:14](C(OC(C)(C)C)=O)[CH2:13][CH:10]3[CH2:11][O:12][C:6]=2[CH:5]=[CH:4][CH:3]=1.C(OCC)(=O)C.[ClH:31], predict the reaction product. The product is: [ClH:31].[Br:1][C:2]1[C:7]2[C:8](=[O:24])[N:9]3[CH2:16][CH2:15][NH:14][CH2:13][CH:10]3[CH2:11][O:12][C:6]=2[CH:5]=[CH:4][CH:3]=1. (3) Given the reactants [Cl:1][C:2]1[CH:7]=[CH:6][C:5]([CH:8]2[C:15]3[C:14]([CH3:16])=[N:13][NH:12][C:11]=3[C:10](=[O:17])[N:9]2[C:18]2[CH:19]=[C:20]([CH3:28])[C:21]3[N:22]([C:24]([CH3:27])=[N:25][N:26]=3)[CH:23]=2)=[CH:4][CH:3]=1.I[CH:30]1[CH2:33][N:32](C(OC(C)(C)C)=O)[CH2:31]1, predict the reaction product. The product is: [NH:32]1[CH2:33][CH:30]([N:12]2[C:11]3[C:10](=[O:17])[N:9]([C:18]4[CH:19]=[C:20]([CH3:28])[C:21]5[N:22]([C:24]([CH3:27])=[N:25][N:26]=5)[CH:23]=4)[CH:8]([C:5]4[CH:6]=[CH:7][C:2]([Cl:1])=[CH:3][CH:4]=4)[C:15]=3[C:14]([CH3:16])=[N:13]2)[CH2:31]1. (4) The product is: [CH3:12][O:11][C:2]1[CH:3]=[CH:4][C:5]2[CH2:6][CH2:7][CH2:8][CH2:9][C:10]=2[N:1]=1. Given the reactants [NH:1]1[C:10]2[CH2:9][CH2:8][CH2:7][CH2:6][C:5]=2[CH:4]=[CH:3][C:2]1=[O:11].[CH3:12]I, predict the reaction product. (5) Given the reactants [C:1]([O:5][C:6]([N:8]1[CH2:17][CH2:16][C:15]2[C:10](=[CH:11][CH:12]=[CH:13][C:14]=2[CH:18]=O)[CH2:9]1)=[O:7])([CH3:4])([CH3:3])[CH3:2].C([O:24][C:25](=[O:28])[CH2:26][CH3:27])(=O)CC.CC([O-])=O.[Na+], predict the reaction product. The product is: [C:1]([O:5][C:6]([N:8]1[CH2:17][CH2:16][C:15]2[C:10](=[CH:11][CH:12]=[CH:13][C:14]=2/[CH:18]=[C:26](/[C:25]([OH:24])=[O:28])\[CH3:27])[CH2:9]1)=[O:7])([CH3:4])([CH3:3])[CH3:2].